This data is from Full USPTO retrosynthesis dataset with 1.9M reactions from patents (1976-2016). The task is: Predict the reactants needed to synthesize the given product. (1) Given the product [CH2:9]([O:16][N:17]1[C:23](=[O:24])[N:22]2[CH2:25][C@H:18]1[CH2:19][CH2:20][C@H:21]2[C:26](/[N:28]=[CH:3]\[N:4]([CH3:6])[CH3:5])=[O:27])[C:10]1[CH:15]=[CH:14][CH:13]=[CH:12][CH:11]=1, predict the reactants needed to synthesize it. The reactants are: CO[CH:3](OC)[N:4]([CH3:6])[CH3:5].[CH2:9]([O:16][N:17]1[C:23](=[O:24])[N:22]2[CH2:25][C@H:18]1[CH2:19][CH2:20][C@H:21]2[C:26]([NH2:28])=[O:27])[C:10]1[CH:15]=[CH:14][CH:13]=[CH:12][CH:11]=1. (2) Given the product [NH2:21][C@@H:18]1[CH2:19][CH2:20][N:15]([CH2:14][CH2:13][N:10]2[C:11]3[C:6](=[CH:5][CH:4]=[C:3]([C:1]#[N:2])[CH:12]=3)[CH:7]=[CH:8][C:9]2=[O:31])[CH2:16][C@H:17]1[O:29][CH3:30], predict the reactants needed to synthesize it. The reactants are: [C:1]([C:3]1[CH:12]=[C:11]2[C:6]([CH:7]=[CH:8][C:9](=[O:31])[N:10]2[CH2:13][CH2:14][N:15]2[CH2:20][CH2:19][C@@H:18]([NH:21]C(=O)OC(C)(C)C)[C@H:17]([O:29][CH3:30])[CH2:16]2)=[CH:5][CH:4]=1)#[N:2].FC(F)(F)C(O)=O. (3) Given the product [NH2:1][C:2]1[N:7]=[C:6]([F:27])[C:5]([C:11]2[CH:12]=[CH:13][C:14](=[O:20])[N:15]([CH:17]([CH3:19])[CH3:18])[N:16]=2)=[C:4]([C:21]2[CH:26]=[CH:25][CH:24]=[CH:23][CH:22]=2)[N:3]=1, predict the reactants needed to synthesize it. The reactants are: [NH2:1][C:2]1[N:7]=[C:6](S(C)=O)[C:5]([C:11]2[CH:12]=[CH:13][C:14](=[O:20])[N:15]([CH:17]([CH3:19])[CH3:18])[N:16]=2)=[C:4]([C:21]2[CH:26]=[CH:25][CH:24]=[CH:23][CH:22]=2)[N:3]=1.[F-:27].[K+].O. (4) Given the product [CH3:1][C:2]1[C:7]([O:8][C:9]2[CH:14]=[CH:13][N:12]=[C:11]([NH:15][C:16]3[CH:21]=[CH:20][CH:19]=[C:18]([CH2:22][N:23]4[CH2:28][CH2:27][N:26]([S:41]([C:40]5[C:35]([N:30]6[CH:34]=[N:33][CH:32]=[N:31]6)=[N:36][CH:37]=[CH:38][CH:39]=5)(=[O:43])=[O:42])[CH2:25][CH2:24]4)[CH:17]=3)[CH:10]=2)=[CH:6][CH:5]=[C:4]([CH3:29])[N:3]=1, predict the reactants needed to synthesize it. The reactants are: [CH3:1][C:2]1[C:7]([O:8][C:9]2[CH:14]=[CH:13][N:12]=[C:11]([NH:15][C:16]3[CH:21]=[CH:20][CH:19]=[C:18]([CH2:22][N:23]4[CH2:28][CH2:27][NH:26][CH2:25][CH2:24]4)[CH:17]=3)[CH:10]=2)=[CH:6][CH:5]=[C:4]([CH3:29])[N:3]=1.[N:30]1([C:35]2[C:40]([S:41](Cl)(=[O:43])=[O:42])=[CH:39][CH:38]=[CH:37][N:36]=2)[CH:34]=[N:33][CH:32]=[N:31]1.CCN(C(C)C)C(C)C. (5) Given the product [CH3:17][C:12]1([CH3:18])[C:13]([CH3:16])([CH3:15])[O:14][B:10]([C:2]2[CH:3]=[CH:4][C:5]([C:8]#[N:9])=[N:6][CH:7]=2)[O:11]1, predict the reactants needed to synthesize it. The reactants are: Br[C:2]1[CH:3]=[CH:4][C:5]([C:8]#[N:9])=[N:6][CH:7]=1.[B:10]1([B:10]2[O:14][C:13]([CH3:16])([CH3:15])[C:12]([CH3:18])([CH3:17])[O:11]2)[O:14][C:13]([CH3:16])([CH3:15])[C:12]([CH3:18])([CH3:17])[O:11]1.CC([O-])=O.[K+].CS(C)=O. (6) Given the product [NH2:1][S:2]([C:5]1[CH:6]=[CH:7][C:8]([N:11]2[C:15]([CH3:16])=[CH:14][C:13]([C:17]([NH:21][CH3:20])=[O:18])=[N:12]2)=[N:9][CH:10]=1)(=[O:4])=[O:3], predict the reactants needed to synthesize it. The reactants are: [NH2:1][S:2]([C:5]1[CH:6]=[CH:7][C:8]([N:11]2[C:15]([CH3:16])=[CH:14][C:13]([C:17](Cl)=[O:18])=[N:12]2)=[N:9][CH:10]=1)(=[O:4])=[O:3].[CH3:20][NH2:21]. (7) Given the product [C:1]([O:4][C@@H:5]1[C@@H:18]([O:19][C:20](=[O:22])[CH3:21])[C@H:17]([O:23][C:24](=[O:26])[CH3:25])[CH2:16][S:15][C@H:6]1[O:7][C:8]1[C:9]([C:31]2[O:32][C:28]([CH3:27])=[CH:29][CH:30]=2)=[N:10][CH:11]=[CH:12][CH:13]=1)(=[O:3])[CH3:2], predict the reactants needed to synthesize it. The reactants are: [C:1]([O:4][C@@H:5]1[C@@H:18]([O:19][C:20](=[O:22])[CH3:21])[C@H:17]([O:23][C:24](=[O:26])[CH3:25])[CH2:16][S:15][C@H:6]1[O:7][C:8]1[C:9](Br)=[N:10][CH:11]=[CH:12][CH:13]=1)(=[O:3])[CH3:2].[CH3:27][C:28]1[O:32][C:31](B(O)O)=[CH:30][CH:29]=1. (8) Given the product [Cl:27][C:28]1[CH:33]=[C:32]([N:34]2[CH:38]=[CH:37][CH:36]=[N:35]2)[CH:31]=[CH:30][C:29]=1[C:39]([N:41]1[C:47]2[CH:48]=[CH:49][CH:50]=[CH:51][C:46]=2[CH2:45][N:44]([C:16]([N:1]2[CH2:5][CH2:4][CH2:3][CH2:2]2)=[O:18])[C@H:43]([CH3:52])[CH2:42]1)=[O:40], predict the reactants needed to synthesize it. The reactants are: [NH:1]1[CH2:5][CH2:4][CH2:3][CH2:2]1.C(N(CC)C(C)C)(C)C.Cl[C:16](Cl)([O:18]C(=O)OC(Cl)(Cl)Cl)Cl.[Cl:27][C:28]1[CH:33]=[C:32]([N:34]2[CH:38]=[CH:37][CH:36]=[N:35]2)[CH:31]=[CH:30][C:29]=1[C:39]([N:41]1[C:47]2[CH:48]=[CH:49][CH:50]=[CH:51][C:46]=2[CH2:45][NH:44][C@H:43]([CH3:52])[CH2:42]1)=[O:40]. (9) Given the product [CH:14]([O:13][C:10]1[CH:11]=[CH:12][C:7]([N:4]2[CH:5]=[N:6][C:2]([C:25]3[CH:31]=[CH:30][C:28]([NH2:29])=[CH:27][CH:26]=3)=[N:3]2)=[CH:8][CH:9]=1)([CH3:16])[CH3:15], predict the reactants needed to synthesize it. The reactants are: Br[C:2]1[N:6]=[CH:5][N:4]([C:7]2[CH:12]=[CH:11][C:10]([O:13][CH:14]([CH3:16])[CH3:15])=[CH:9][CH:8]=2)[N:3]=1.CC1(C)C(C)(C)OB([C:25]2[CH:31]=[CH:30][C:28]([NH2:29])=[CH:27][CH:26]=2)O1.C(=O)([O-])[O-].[K+].[K+].